This data is from Full USPTO retrosynthesis dataset with 1.9M reactions from patents (1976-2016). The task is: Predict the reactants needed to synthesize the given product. (1) Given the product [F:37][C:21]1[CH:22]=[CH:23][C:24]([C:26]([NH:28][C:29]2[CH:34]=[C:33]([CH3:35])[CH:32]=[CH:31][C:30]=2[F:36])=[O:27])=[CH:25][C:20]=1[O:19][C:17]1[CH:16]=[CH:15][N:14]=[C:13]([C:11]2[NH:10][CH:9]=[C:8]([C:6]([NH:5][CH2:4][C:3]([OH:38])=[O:2])=[O:7])[CH:12]=2)[CH:18]=1, predict the reactants needed to synthesize it. The reactants are: C[O:2][C:3](=[O:38])[CH2:4][NH:5][C:6]([C:8]1[CH:12]=[C:11]([C:13]2[CH:18]=[C:17]([O:19][C:20]3[CH:25]=[C:24]([C:26]([NH:28][C:29]4[CH:34]=[C:33]([CH3:35])[CH:32]=[CH:31][C:30]=4[F:36])=[O:27])[CH:23]=[CH:22][C:21]=3[F:37])[CH:16]=[CH:15][N:14]=2)[NH:10][CH:9]=1)=[O:7].C1COCC1.CO.[OH-].[Na+].Cl. (2) Given the product [CH:18]12[O:26][CH:19]1[CH2:20][N:16]([C:9]([O:11][C:12]([CH3:13])([CH3:14])[CH3:15])=[O:10])[CH2:17]2, predict the reactants needed to synthesize it. The reactants are: [C:9](O[C:9]([O:11][C:12]([CH3:15])([CH3:14])[CH3:13])=[O:10])([O:11][C:12]([CH3:15])([CH3:14])[CH3:13])=[O:10].[NH:16]1[CH2:20][CH:19]=[CH:18][CH2:17]1.ClC1C=C(C=CC=1)C(OO)=[O:26].[O-]S([O-])=O.[Na+].[Na+]. (3) Given the product [C:1]1([C:7]2[C:8]([C:20]3[CH:27]=[CH:26][C:23]([CH2:24][NH2:28])=[CH:22][CH:21]=3)=[N:9][C:10]3[CH:11]=[CH:12][N:13]4[CH:19]=[N:18][N:17]=[C:14]4[C:15]=3[CH:16]=2)[CH:6]=[CH:5][CH:4]=[CH:3][CH:2]=1, predict the reactants needed to synthesize it. The reactants are: [C:1]1([C:7]2[C:8]([C:20]3[CH:27]=[CH:26][C:23]([CH:24]=O)=[CH:22][CH:21]=3)=[N:9][C:10]3[CH:11]=[CH:12][N:13]4[CH:19]=[N:18][N:17]=[C:14]4[C:15]=3[CH:16]=2)[CH:6]=[CH:5][CH:4]=[CH:3][CH:2]=1.[NH2:28]C(C)(CC(C)C)C(O)=O. (4) Given the product [Cl:19][C:20]1[C:27]([Cl:28])=[C:26]([OH:29])[CH:25]=[CH:24][C:21]=1[CH:22]=[CH:15][C:14]([C:12]1[O:13][C:9]([C:6]2[CH:5]=[CH:4][C:3]([C:2]([F:17])([F:1])[F:18])=[CH:8][CH:7]=2)=[CH:10][CH:11]=1)=[O:16], predict the reactants needed to synthesize it. The reactants are: [F:1][C:2]([F:18])([F:17])[C:3]1[CH:8]=[CH:7][C:6]([C:9]2[O:13][C:12]([C:14](=[O:16])[CH3:15])=[CH:11][CH:10]=2)=[CH:5][CH:4]=1.[Cl:19][C:20]1[C:27]([Cl:28])=[C:26]([OH:29])[CH:25]=[CH:24][C:21]=1[CH:22]=O.